From a dataset of NCI-60 drug combinations with 297,098 pairs across 59 cell lines. Regression. Given two drug SMILES strings and cell line genomic features, predict the synergy score measuring deviation from expected non-interaction effect. (1) Drug 1: CC1C(C(CC(O1)OC2CC(CC3=C2C(=C4C(=C3O)C(=O)C5=C(C4=O)C(=CC=C5)OC)O)(C(=O)C)O)N)O.Cl. Drug 2: C1=CC(=CC=C1CCCC(=O)O)N(CCCl)CCCl. Cell line: KM12. Synergy scores: CSS=30.6, Synergy_ZIP=-2.11, Synergy_Bliss=-2.58, Synergy_Loewe=-3.30, Synergy_HSA=3.08. (2) Drug 1: CN1CCC(CC1)COC2=C(C=C3C(=C2)N=CN=C3NC4=C(C=C(C=C4)Br)F)OC. Drug 2: COC1=C2C(=CC3=C1OC=C3)C=CC(=O)O2. Cell line: A498. Synergy scores: CSS=17.6, Synergy_ZIP=-1.90, Synergy_Bliss=8.43, Synergy_Loewe=-2.56, Synergy_HSA=5.47. (3) Cell line: MALME-3M. Synergy scores: CSS=42.0, Synergy_ZIP=5.55, Synergy_Bliss=4.87, Synergy_Loewe=-21.8, Synergy_HSA=6.02. Drug 1: CCCCC(=O)OCC(=O)C1(CC(C2=C(C1)C(=C3C(=C2O)C(=O)C4=C(C3=O)C=CC=C4OC)O)OC5CC(C(C(O5)C)O)NC(=O)C(F)(F)F)O. Drug 2: C(CN)CNCCSP(=O)(O)O.